From a dataset of Forward reaction prediction with 1.9M reactions from USPTO patents (1976-2016). Predict the product of the given reaction. (1) Given the reactants [NH2:1][C:2]1[CH:7]=[CH:6][C:5]([C:8]2[C:16]3[C:11](=[N:12][CH:13]=[N:14][C:15]=3[NH2:17])[N:10]([C@H:18]3[CH2:23][CH2:22][C@@H:21]([N:24]4[CH2:29][CH2:28][N:27]([CH3:30])[CH2:26][CH2:25]4)[CH2:20][CH2:19]3)[N:9]=2)=[CH:4][C:3]=1[O:31][CH3:32].[CH3:33][C:34]([CH3:45])([CH2:38][C:39]1[CH:44]=[CH:43][CH:42]=[CH:41][CH:40]=1)[C:35](Cl)=[O:36].C(=O)(O)[O-].[Na+], predict the reaction product. The product is: [NH2:17][C:15]1[N:14]=[CH:13][N:12]=[C:11]2[N:10]([C@H:18]3[CH2:23][CH2:22][C@@H:21]([N:24]4[CH2:25][CH2:26][N:27]([CH3:30])[CH2:28][CH2:29]4)[CH2:20][CH2:19]3)[N:9]=[C:8]([C:5]3[CH:6]=[CH:7][C:2]([NH:1][C:35](=[O:36])[C:34]([CH3:33])([CH3:45])[CH2:38][C:39]4[CH:44]=[CH:43][CH:42]=[CH:41][CH:40]=4)=[C:3]([O:31][CH3:32])[CH:4]=3)[C:16]=12. (2) Given the reactants Cl[C:2]1[C:11]2[C:6](=[CH:7][C:8]([O:12][CH3:13])=[CH:9][CH:10]=2)[CH:5]=[C:4]([NH:14][C:15]2[CH:19]=[C:18]([CH3:20])[NH:17][N:16]=2)[N:3]=1.[CH:21]1C=CC(P(C2C=CC=CC=2)CCCP(C2C=CC=CC=2)C2C=CC=CC=2)=[CH:25][CH:26]=1.[C:50]([O-])([O-:52])=[O:51].[Cs+].[Cs+].CC(O)C, predict the reaction product. The product is: [CH:26]([O:52][C:50]([C:2]1[C:11]2[C:6](=[CH:7][C:8]([O:12][CH3:13])=[CH:9][CH:10]=2)[CH:5]=[C:4]([NH:14][C:15]2[CH:19]=[C:18]([CH3:20])[NH:17][N:16]=2)[N:3]=1)=[O:51])([CH3:25])[CH3:21]. (3) Given the reactants [N+:1]([C:4]1[CH:12]=[CH:11][CH:10]=[C:9]2[C:5]=1[CH:6]=[N:7][NH:8]2)([O-:3])=[O:2].[C:13](=O)([O-])[O-].[K+].[K+].Cl.N1CC[CH2:23][CH2:22][CH2:21]1.[CH3:26][N:27]([CH:29]=O)[CH3:28], predict the reaction product. The product is: [N+:1]([C:4]1[CH:12]=[CH:11][CH:10]=[C:9]2[C:5]=1[CH:6]=[N:7][N:8]2[CH2:13][CH2:26][N:27]1[CH2:29][CH2:23][CH2:22][CH2:21][CH2:28]1)([O-:3])=[O:2]. (4) Given the reactants [Cl:1][C:2]1[C:11]2[N:10]([CH3:12])[O:9][C@H:8]3[NH:13][C@H:14]([C:16]([O:18][C@@H:19]4[C@:28]5([OH:29])[C@H:23]([C@H:24]([C:31]([CH3:33])=[CH2:32])[CH2:25][CH2:26][C@H:27]5[CH3:30])[CH:22]=[C:21]([CH3:34])[C@H:20]4[OH:35])=[O:17])[CH2:15][C@@:7]3([OH:36])[C:6]=2[CH:5]=[CH:4][CH:3]=1.[CH:37]1([C:40](O)=[O:41])[CH2:39][CH2:38]1.Cl.CN(C)CCCN=C=NCC, predict the reaction product. The product is: [Cl:1][C:2]1[C:11]2[N:10]([CH3:12])[O:9][C@H:8]3[NH:13][C@H:14]([C:16]([O:18][C@@H:19]4[C@:28]5([OH:29])[C@H:23]([C@H:24]([C:31]([CH3:33])=[CH2:32])[CH2:25][CH2:26][C@H:27]5[CH3:30])[CH:22]=[C:21]([CH3:34])[C@H:20]4[O:35][C:40]([CH:37]4[CH2:39][CH2:38]4)=[O:41])=[O:17])[CH2:15][C@@:7]3([OH:36])[C:6]=2[CH:5]=[CH:4][CH:3]=1. (5) Given the reactants [Br:1][C:2]1[CH:3]=[N:4][C:5]2[N:6]([N:8]=[C:9]([C:11]([OH:13])=O)[CH:10]=2)[CH:7]=1.[N:14]1([C:20]2[CH:29]=[CH:28][CH:27]=[C:26]3[C:21]=2[CH2:22][CH2:23][NH:24][CH2:25]3)[CH2:19][CH2:18][O:17][CH2:16][CH2:15]1, predict the reaction product. The product is: [Br:1][C:2]1[CH:3]=[N:4][C:5]2[N:6]([N:8]=[C:9]([C:11]([N:24]3[CH2:23][CH2:22][C:21]4[C:26](=[CH:27][CH:28]=[CH:29][C:20]=4[N:14]4[CH2:19][CH2:18][O:17][CH2:16][CH2:15]4)[CH2:25]3)=[O:13])[CH:10]=2)[CH:7]=1. (6) The product is: [C:20]([O:14][CH:13]([Cl:1])[CH2:12][CH2:11][CH2:10][C@@H:9]([O:15][N+:16]([O-:18])=[O:17])[CH2:8][O:7][N+:5]([O-:19])=[O:6])(=[O:23])[CH2:21][CH3:22]. Given the reactants [Cl:1]C(Cl)C.[N+:5]([O-:19])([O:7][CH2:8][C@H:9]([O:15][N+:16]([O-:18])=[O:17])[CH2:10][CH2:11][CH2:12][CH:13]=[O:14])=[O:6].[C:20](Cl)(=[O:23])[CH2:21][CH3:22].C(=O)(O)[O-].[Na+], predict the reaction product. (7) Given the reactants [CH3:1][C:2]1[N:6]([CH:7]([CH3:9])[CH3:8])[C:5]([C:10]2[CH:15]=[CH:14][N:13]=[C:12]([NH:16][CH:17]3[CH2:22][CH2:21][NH:20][CH2:19][CH2:18]3)[N:11]=2)=[CH:4][N:3]=1.[S:23](N)([NH2:26])(=[O:25])=[O:24], predict the reaction product. The product is: [CH3:1][C:2]1[N:6]([CH:7]([CH3:9])[CH3:8])[C:5]([C:10]2[CH:15]=[CH:14][N:13]=[C:12]([NH:16][CH:17]3[CH2:18][CH2:19][N:20]([S:23]([NH2:26])(=[O:25])=[O:24])[CH2:21][CH2:22]3)[N:11]=2)=[CH:4][N:3]=1. (8) Given the reactants C(OC([N:8]1[CH2:13][CH2:12][C@:11]([OH:26])([C:14]2[CH:19]=[CH:18][C:17]([CH2:20][O:21][CH2:22][CH2:23][O:24][CH3:25])=[CH:16][CH:15]=2)[C@@H:10]([O:27][CH2:28][C:29]2[CH:30]=[CH:31][C:32]3[O:37][CH2:36][CH2:35][N:34]([CH2:38][CH2:39][CH2:40][O:41][CH3:42])[C:33]=3[CH:43]=2)[CH2:9]1)=O)(C)(C)C.C(O)(C(F)(F)F)=O, predict the reaction product. The product is: [CH3:25][O:24][CH2:23][CH2:22][O:21][CH2:20][C:17]1[CH:16]=[CH:15][C:14]([C@@:11]2([OH:26])[CH2:12][CH2:13][NH:8][CH2:9][C@@H:10]2[O:27][CH2:28][C:29]2[CH:30]=[CH:31][C:32]3[O:37][CH2:36][CH2:35][N:34]([CH2:38][CH2:39][CH2:40][O:41][CH3:42])[C:33]=3[CH:43]=2)=[CH:19][CH:18]=1.